Task: Predict which catalyst facilitates the given reaction.. Dataset: Catalyst prediction with 721,799 reactions and 888 catalyst types from USPTO Reactant: [Cl:1][C:2]1[N:3]=[C:4]([CH:27]=O)[N:5]([C:8]2[CH:13]=[CH:12][C:11]([Cl:14])=[CH:10][C:9]=2[C:15](=[O:26])[C:16]2[CH:21]=[CH:20][CH:19]=[C:18]([O:22][CH3:23])[C:17]=2[O:24][CH3:25])[C:6]=1[Cl:7].[C:29]([O:32][CH2:33][CH:34]=P(C)(C)C)(=[O:31])[CH3:30]. Product: [Cl:1][C:2]1[N:3]=[C:4](/[CH:27]=[CH:30]/[C:29]([O:32][CH2:33][CH3:34])=[O:31])[N:5]([C:8]2[CH:13]=[CH:12][C:11]([Cl:14])=[CH:10][C:9]=2[C:15](=[O:26])[C:16]2[CH:21]=[CH:20][CH:19]=[C:18]([O:22][CH3:23])[C:17]=2[O:24][CH3:25])[C:6]=1[Cl:7]. The catalyst class is: 11.